This data is from Reaction yield outcomes from USPTO patents with 853,638 reactions. The task is: Predict the reaction yield, written as a fraction of the theoretical maximum amount of product (1.0 means a 100% yield; for example, 0.34 means a 34% yield). (1) No catalyst specified. The reactants are Br[C:2]1[CH2:7][CH2:6][CH2:5][C:4](=[O:8])[CH:3]=1.[OH:9][C:10]1[CH:11]=[C:12](B(O)O)[CH:13]=[CH:14][CH:15]=1. The yield is 0.640. The product is [OH:8][C:4]1[CH:3]=[C:2]([C:14]2[CH2:13][CH2:12][CH2:11][C:10](=[O:9])[CH:15]=2)[CH:7]=[CH:6][CH:5]=1. (2) The reactants are [CH2:1]([N:8]1[CH2:14][C:13]2[N:15]=[CH:16][C:17](Cl)=[N:18][C:12]=2[O:11][C@@H:10]([CH3:20])[CH2:9]1)[C:2]1[CH:7]=[CH:6][CH:5]=[CH:4][CH:3]=1.[NH:21]1[CH2:26][CH2:25][O:24][CH2:23][CH2:22]1.CC(C1C=C(C(C)C)C(C2C=CC=CC=2P(C2CCCCC2)C2CCCCC2)=C(C(C)C)C=1)C.CC(C)([O-])C.[Na+]. The catalyst is C1(C)C=CC=CC=1.C1C=CC(/C=C/C(/C=C/C2C=CC=CC=2)=O)=CC=1.C1C=CC(/C=C/C(/C=C/C2C=CC=CC=2)=O)=CC=1.C1C=CC(/C=C/C(/C=C/C2C=CC=CC=2)=O)=CC=1.[Pd].[Pd].O. The product is [CH2:1]([N:8]1[CH2:14][C:13]2[N:15]=[CH:16][C:17]([N:21]3[CH2:26][CH2:25][O:24][CH2:23][CH2:22]3)=[N:18][C:12]=2[O:11][C@@H:10]([CH3:20])[CH2:9]1)[C:2]1[CH:7]=[CH:6][CH:5]=[CH:4][CH:3]=1. The yield is 0.200. (3) The reactants are [Br:1][CH2:2][C:3]1[C:4]([C:25]([F:28])([F:27])[F:26])=[C:5]([CH:8]=[CH:9][C:10]=1[N:11]=C(C1C=CC=CC=1)C1C=CC=CC=1)[C:6]#[N:7].Cl. The catalyst is C1COCC1. The product is [NH2:11][C:10]1[CH:9]=[CH:8][C:5]([C:6]#[N:7])=[C:4]([C:25]([F:27])([F:28])[F:26])[C:3]=1[CH2:2][Br:1]. The yield is 0.500.